From a dataset of Forward reaction prediction with 1.9M reactions from USPTO patents (1976-2016). Predict the product of the given reaction. (1) The product is: [N:20]1[O:21][N:22]=[C:23]2[CH:28]=[C:27]([CH2:29][CH2:30][N:6]3[CH2:5][CH2:4][N:3]([CH:8]4[CH2:17][CH2:16][C:15]5[CH:14]=[C:13]([C:18]#[N:19])[CH:12]=[CH:11][C:10]=5[CH2:9]4)[C:2](=[O:1])[CH2:7]3)[CH:26]=[CH:25][C:24]=12. Given the reactants [O:1]=[C:2]1[CH2:7][NH:6][CH2:5][CH2:4][N:3]1[CH:8]1[CH2:17][CH2:16][C:15]2[CH:14]=[C:13]([C:18]#[N:19])[CH:12]=[CH:11][C:10]=2[CH2:9]1.[N:20]1[O:21][N:22]=[C:23]2[CH:28]=[C:27]([CH2:29][CH:30]=O)[CH:26]=[CH:25][C:24]=12, predict the reaction product. (2) Given the reactants [H-].[Na+].[O:3]=[C:4]1[CH:13]([CH2:14][N:15]2[CH2:20][CH2:19][C:18]3([C:28]4[C:23](=[CH:24][CH:25]=[CH:26][CH:27]=4)[CH2:22][CH2:21]3)[CH2:17][CH2:16]2)[CH2:12][C:11]2[C:6](=[CH:7][CH:8]=[CH:9][CH:10]=2)[NH:5]1.Br[CH2:30][C:31]([O:33][CH3:34])=[O:32], predict the reaction product. The product is: [CH3:34][O:33][C:31]([CH2:30][N:5]1[C:6]2[C:11](=[CH:10][CH:9]=[CH:8][CH:7]=2)[CH2:12][CH:13]([CH2:14][N:15]2[CH2:16][CH2:17][C:18]3([C:28]4[C:23](=[CH:24][CH:25]=[CH:26][CH:27]=4)[CH2:22][CH2:21]3)[CH2:19][CH2:20]2)[C:4]1=[O:3])=[O:32]. (3) Given the reactants [OH:1][C@:2]1([C:13]2[S:14][C:15]([C:18]3[CH:23]=[C:22]([NH:24][C:25]4[N:30]=[C:29]([C:31]([F:34])([F:33])[F:32])[CH:28]=[CH:27][N:26]=4)[CH:21]=[C:20]([CH3:35])[CH:19]=3)=[CH:16][N:17]=2)[CH2:7][CH2:6][C@H:5]([C:8]([OH:10])=[O:9])[C:4]([CH3:12])([CH3:11])[CH2:3]1.[Br:36]NC(=O)CCC(N)=O, predict the reaction product. The product is: [Br:36][C:19]1[C:20]([CH3:35])=[CH:21][C:22]([NH:24][C:25]2[N:30]=[C:29]([C:31]([F:33])([F:34])[F:32])[CH:28]=[CH:27][N:26]=2)=[CH:23][C:18]=1[C:15]1[S:14][C:13]([C@@:2]2([OH:1])[CH2:7][CH2:6][C@H:5]([C:8]([OH:10])=[O:9])[C:4]([CH3:11])([CH3:12])[CH2:3]2)=[N:17][CH:16]=1. (4) Given the reactants Br[C:2]1[S:3][C:4]2[CH:10]=[C:9]([C:11]3[CH:12]=[C:13]([CH2:25][CH2:26][C:27]([O:29]CC)=[O:28])[CH:14]=[CH:15][C:16]=3[O:17][CH2:18][CH:19]3[CH2:24][CH2:23][CH2:22]C[CH2:20]3)[CH:8]=[CH:7][C:5]=2[N:6]=1.Cl.FC1C=C(CCC(O)=O)C=CC=1[O:40]C, predict the reaction product. The product is: [CH:19]1([CH2:18][O:17][C:16]2[CH:15]=[CH:14][C:13]([CH2:25][CH2:26][C:27]([OH:29])=[O:28])=[CH:12][C:11]=2[C:9]2[CH:8]=[CH:7][C:5]3[NH:6][C:2](=[O:40])[S:3][C:4]=3[CH:10]=2)[CH2:24][CH2:23][CH2:22][CH2:20]1. (5) Given the reactants [C:1]([O:5][C:6]([N:8]1[CH2:16][C:15]2[C:10](=[N:11][CH:12]=[C:13]([C:17]([OH:19])=[O:18])[CH:14]=2)[C@@H:9]1[CH:20]([CH3:22])[CH3:21])=[O:7])([CH3:4])([CH3:3])[CH3:2].Cl[C:24]1C=C2CN(C(OC(C)(C)C)=O)[C@@H](C(C)C)C2=NC=1.N12CCCN=C1CCCCC2.N#N.F[B-](F)(F)F.C([PH+](C(C)(C)C)C(C)(C)C)(C)(C)C, predict the reaction product. The product is: [CH:20]([C@H:9]1[C:10]2=[N:11][CH:12]=[C:13]([C:17]([O:19][CH3:24])=[O:18])[CH:14]=[C:15]2[CH2:16][N:8]1[C:6]([O:5][C:1]([CH3:4])([CH3:3])[CH3:2])=[O:7])([CH3:22])[CH3:21].